Predict which catalyst facilitates the given reaction. From a dataset of Catalyst prediction with 721,799 reactions and 888 catalyst types from USPTO. (1) Reactant: Br[C:2]1[C:7](=[O:8])[C:6]([O:9][CH3:10])=[CH:5][N:4]([C:11]2[CH:12]=[CH:13][CH:14]=[C:15]3[C:20]=2[N:19]=[CH:18][CH:17]=[CH:16]3)[N:3]=1.[C:21]1([N:27]2[C:31](B3OC(C)(C)C(C)(C)O3)=[CH:30][CH:29]=[N:28]2)[CH:26]=[CH:25][CH:24]=[CH:23][CH:22]=1.CC([O-])=O.[K+]. The catalyst class is: 729. Product: [CH3:10][O:9][C:6]1[C:7](=[O:8])[C:2]([C:31]2[N:27]([C:21]3[CH:22]=[CH:23][CH:24]=[CH:25][CH:26]=3)[N:28]=[CH:29][CH:30]=2)=[N:3][N:4]([C:11]2[CH:12]=[CH:13][CH:14]=[C:15]3[C:20]=2[N:19]=[CH:18][CH:17]=[CH:16]3)[CH:5]=1. (2) Reactant: F[C:2]1[CH:11]=[C:10]([N+:12]([O-:14])=[O:13])[CH:9]=[CH:8][C:3]=1[C:4](OC)=[O:5].O.[NH2:16][NH2:17]. Product: [N+:12]([C:10]1[CH:11]=[C:2]2[C:3]([C:4](=[O:5])[NH:16][NH:17]2)=[CH:8][CH:9]=1)([O-:14])=[O:13]. The catalyst class is: 162. (3) Reactant: [CH3:1][CH:2]1[C:10]2[CH:9]=[N:8][C:7](SC)=[N:6][C:5]=2[CH2:4][N:3]1[C:13]([O:15][C:16]([CH3:19])([CH3:18])[CH3:17])=[O:14].O[O:21][S:22]([O-:24])=O.[K+].[CH3:26]N(C=O)C. Product: [CH3:1][CH:2]1[C:10]2[CH:9]=[N:8][C:7]([S:22]([CH3:26])(=[O:24])=[O:21])=[N:6][C:5]=2[CH2:4][N:3]1[C:13]([O:15][C:16]([CH3:18])([CH3:17])[CH3:19])=[O:14]. The catalyst class is: 161.